The task is: Regression. Given a peptide amino acid sequence and an MHC pseudo amino acid sequence, predict their binding affinity value. This is MHC class II binding data.. This data is from Peptide-MHC class II binding affinity with 134,281 pairs from IEDB. (1) The peptide sequence is GPMGPMGPRGPPGPAGA. The MHC is DRB1_0405 with pseudo-sequence DRB1_0405. The binding affinity (normalized) is 0. (2) The MHC is DRB1_1101 with pseudo-sequence DRB1_1101. The binding affinity (normalized) is 0.603. The peptide sequence is LVNLLIFHINGKIIK. (3) The peptide sequence is TNDNNLYKLHGGHVS. The MHC is DRB1_1301 with pseudo-sequence DRB1_1301. The binding affinity (normalized) is 0.340. (4) The peptide sequence is TISVFLHSEEGSRAY. The MHC is HLA-DQA10501-DQB10302 with pseudo-sequence HLA-DQA10501-DQB10302. The binding affinity (normalized) is 0.472. (5) The peptide sequence is YFLMAYANQIHHVDL. The MHC is DRB1_0701 with pseudo-sequence DRB1_0701. The binding affinity (normalized) is 0.982. (6) The peptide sequence is AETCPIFYDVFFAVA. The MHC is HLA-DQA10101-DQB10501 with pseudo-sequence HLA-DQA10101-DQB10501. The binding affinity (normalized) is 0.668. (7) The peptide sequence is EKALWIIFSQNMNIK. The MHC is HLA-DQA10501-DQB10301 with pseudo-sequence HLA-DQA10501-DQB10301. The binding affinity (normalized) is 0.170. (8) The peptide sequence is FTTTLFLHLVGFPTH. The MHC is DRB1_0401 with pseudo-sequence DRB1_0401. The binding affinity (normalized) is 0.400. (9) The peptide sequence is FLHSEEGSRAYRNAL. The MHC is HLA-DQA10501-DQB10302 with pseudo-sequence HLA-DQA10501-DQB10302. The binding affinity (normalized) is 0.162. (10) The peptide sequence is LENIECLKKNSLGYD. The binding affinity (normalized) is 0.452. The MHC is DRB1_0101 with pseudo-sequence DRB1_0101.